Task: Predict the product of the given reaction.. Dataset: Forward reaction prediction with 1.9M reactions from USPTO patents (1976-2016) (1) Given the reactants [NH2:1][C:2]1[CH:20]=[C:19]([C:21]#[N:22])[CH:18]=[CH:17][C:3]=1[CH2:4][NH:5][C:6](=[O:16])[C:7]1[CH:12]=[C:11]([O:13][CH3:14])[CH:10]=[C:9]([Cl:15])[CH:8]=1.Br[CH2:24][C:25]([O:27][CH2:28][CH3:29])=[O:26], predict the reaction product. The product is: [CH2:28]([O:27][C:25](=[O:26])[CH2:24][NH:1][C:2]1[CH:20]=[C:19]([C:21]#[N:22])[CH:18]=[CH:17][C:3]=1[CH2:4][NH:5][C:6](=[O:16])[C:7]1[CH:12]=[C:11]([O:13][CH3:14])[CH:10]=[C:9]([Cl:15])[CH:8]=1)[CH3:29]. (2) Given the reactants [NH:1]1[C:5]([C:6]([C:8]2[CH:20]=[CH:19][C:11]3[N:12]([CH2:16][O:17][CH3:18])[C:13](=[O:15])[S:14][C:10]=3[CH:9]=2)=[CH2:7])=[CH:4][CH:3]=[N:2]1, predict the reaction product. The product is: [CH3:18][O:17][CH2:16][N:12]1[C:11]2[CH:19]=[CH:20][C:8]([CH:6]([C:5]3[NH:1][N:2]=[CH:3][CH:4]=3)[CH3:7])=[CH:9][C:10]=2[S:14][C:13]1=[O:15]. (3) Given the reactants [F:1][C:2]([F:30])([F:29])[C:3]1[CH:8]=[C:7]([C:9]([F:12])([F:11])[F:10])[CH:6]=[CH:5][C:4]=1[C:13]1[CH:17]=[C:16]([CH2:18][N:19]2[CH:24]=[C:23]3[N:25]=[C:26](Br)[N:27]=[C:22]3[CH:21]=[N:20]2)[O:15][N:14]=1.[S:31]1[C:35](B(O)O)=[CH:34][C:33]2[CH:39]=[CH:40][CH:41]=[CH:42][C:32]1=2, predict the reaction product. The product is: [S:31]1[C:35]([C:26]2[N:27]=[C:22]3[CH:21]=[N:20][N:19]([CH2:18][C:16]4[O:15][N:14]=[C:13]([C:4]5[CH:5]=[CH:6][C:7]([C:9]([F:12])([F:11])[F:10])=[CH:8][C:3]=5[C:2]([F:30])([F:29])[F:1])[CH:17]=4)[CH:24]=[C:23]3[N:25]=2)=[CH:34][C:33]2[CH:39]=[CH:40][CH:41]=[CH:42][C:32]1=2. (4) Given the reactants [CH3:1][C:2]1[CH:3]=[C:4]([N+:9]([O-:11])=[O:10])[CH:5]=[C:6]([CH3:8])[CH:7]=1.C1C(=O)N([Br:19])C(=O)C1.C(OOC(=O)C1C=CC=CC=1)(=O)C1C=CC=CC=1, predict the reaction product. The product is: [CH3:8][C:6]1[CH:5]=[C:4]([N+:9]([O-:11])=[O:10])[CH:3]=[C:2]([CH:7]=1)[CH2:1][Br:19].